This data is from Experimentally validated miRNA-target interactions with 360,000+ pairs, plus equal number of negative samples. The task is: Binary Classification. Given a miRNA mature sequence and a target amino acid sequence, predict their likelihood of interaction. (1) The miRNA is mmu-miR-1932 with sequence GUUGCGGACAGCGCUAGGUCGG. The protein sequence of the target gene is METAGAATGQPASGLEAPGSTNDRLFLVKGGIFLGTVAAAGMLAGFITTLSLAKKKSPEWFNKGSMATAALPESGSSLALRALGWGSLYAWCGVGVISFAVWKALGVHSMNDFRSKMQSIFPTIPKNSESAVEWEETLKSK. Result: 0 (no interaction). (2) The miRNA is hsa-miR-6769b-3p with sequence CCCUCUCUGUCCCACCCAUAG. The protein sequence of the target gene is MPQTRSQAQATISFPKRKLSRALNKAKNSSDAKLEPTNVQTVTCSPRVKALPLSPRKRLGDDNLCNTPHLPPCSPPKQGKKENGPPHSHTLKGRRLVFDNQLTIKSPSKRELAKVHQNKILSSVRKSQEITTNSEQRCPLKKESACVRLFKQEGTCYQQAKLVLNTAVPDRLPAREREMDVIRNFLREHICGKKAGSLYLSGAPGTGKTACLSRILQDLKKELKGFKTIMLNCMSLRTAQAVFPAIAQEICQEEVSRPAGKDMMRKLEKHMTAEKGPMIVLVLDEMDQLDSKGQDVLYTL.... Result: 0 (no interaction). (3) The miRNA is dme-miR-283-5p with sequence AAAUAUCAGCUGGUAAUUCUGG. The protein sequence of the target gene is MSHLVEPPPPLHNNNNNCEEGEQPLPPPAGLNSSWVELPMNSSNGNENGNGKNGGLEHVPSSSSIHNGDMEKILLDAQHESGQSSSRGSSHCDSPSPQEDGQIMFDVEMHTSRDHSSQSEEEVVEGEKEVEALKKSADWVSDWSSRPENIPPKEFHFRHPKRAASLSMRKSGAMKKGGIFSAEFLKVFIPSLFLSHVLALGLGIYIGKRLSTPSASTY. Result: 0 (no interaction). (4) The miRNA is hsa-miR-548v with sequence AGCUACAGUUACUUUUGCACCA. The protein sequence of the target gene is MTVLQEPVQAAIWQALNHYAYRDAVFLAERLYAEVHSEEALFLLATCYYRSGKAYKAYRLLKGHSCTTPQCKYLLAKCCVDLSKLAEGEQILSGGVFNKQKSHDDIVTEFGDSACFTLSLLGHVYCKTDRLAKGSECYQKSLSLNPFLWSPFESLCEIGEKPDPDQTFKFTSLQNFSNCLPNSCTTQVPNHSLSHRQPETVLTETPQDTIELNRLNLESSNSKYSLNTDSSVSYIDSAVISPDTVPLGTGTSILSKQVQNKPKTGRSLLGGPAALSPLTPSFGILPLETPSPGDGSYLQN.... Result: 1 (interaction). (5) The miRNA is hsa-miR-296-5p with sequence AGGGCCCCCCCUCAAUCCUGU. The protein sequence of the target gene is MAGGPPKALPSTGPQSLRDMPHPLAGSSSEEAVGGDSTPSPDLLMARSFGDKDLILPNGGTPAGTASPASSSSLLNRLQLDDDIDGEARDLFVTVDDPKKHVCTMETYITYRITTKSTRVEFDLPEYSVRRRYQDFDWLRNKLEESQPTHLIPPLPEKFVVKGVVDRFSEEFVETRRKALDKFLKRITDHPVLSFNEHFNVFLTAKDLNAYKKQGIALLSRVGESVKHVTGGYKLRSRPLEFAAISDYLDTFALKLGTIDRIAQRIIKEEIEYLVELREYGPVYSTWSALEGELAEPLEG.... Result: 0 (no interaction). (6) The miRNA is rno-miR-26b-5p with sequence UUCAAGUAAUUCAGGAUAGGU. The protein sequence of the target gene is MAAAAECDVVMAATEPELLDDQEAKREAETFKEQGNAYYAKKDYNEAYNYYTKAIDMCPKNASYYGNRAATLMMLGRFREALGDAQQSVRLDDSFVRGHLREGKCHLSLGNAMAACRSFQRALELDHKNAQAQQEFKNANAVMEYEKIAETDFEKRDFRKVVFCMDRALEFAPACHRFKILKAECLAMLGRYPEAQSVASDILRMDSTNADALYVRGLCLYYEDCIEKAVQFFVQALRMAPDHEKACIACRNAKALKAKKEDGNKAFKEGNYKLAYELYTEALGIDPNNIKTNAKLYCNR.... Result: 0 (no interaction). (7) The miRNA is hsa-miR-23b-5p with sequence UGGGUUCCUGGCAUGCUGAUUU. The protein sequence of the target gene is MAAPAEAEVAAAPGLTEAAEAAELTRALSRLLPGLETESKLGRRRALEALEQVLEEAVRPGADSAAFQGPWARLLLPRLLRLLSDPAEGCRALAAHLLDLGLRRAARPRDALPRLLPALSARLARPELARPPPEPCEELRLALVQLLHLAVDLGGAALAPHLDDAVRALRAALLDPFAAVRREGCECAAALARATPEHFHMQSESLIGPLMQTISHQHWKVRVAVIEATGTVIQFGSGNSVDDVLSHFAQRLFDDVPQVRQAVTSVVGGWLLNLRDRYSFLHKLTPLLLSSFSDEMPEIR.... Result: 0 (no interaction).